Dataset: Forward reaction prediction with 1.9M reactions from USPTO patents (1976-2016). Task: Predict the product of the given reaction. (1) The product is: [CH:1]([O:4][C:5](=[O:23])[N:6]([CH2:10][CH2:11][NH:12][C:13]1[CH:14]=[CH:15][C:16]2[N:17]([C:19]([CH:24]3[CH2:26][CH2:25]3)=[CH:20][N:21]=2)[N:18]=1)[CH:7]([CH3:9])[CH3:8])([CH3:3])[CH3:2]. Given the reactants [CH:1]([O:4][C:5](=[O:23])[N:6]([CH2:10][CH2:11][NH:12][C:13]1[CH:14]=[CH:15][C:16]2[N:17]([C:19](Br)=[CH:20][N:21]=2)[N:18]=1)[CH:7]([CH3:9])[CH3:8])([CH3:3])[CH3:2].[CH:24]1([B-](F)(F)F)[CH2:26][CH2:25]1.[K+].C(=O)([O-])[O-].[Cs+].[Cs+].ClCCl.N#N, predict the reaction product. (2) Given the reactants [Br:1][C:2]1[CH:8]=[CH:7][C:6]([Cl:9])=[CH:5][C:3]=1[NH2:4].C(N(CC)CC)C.[Cl:17][C:18]1[CH:19]=[C:20]([CH:24]=[CH:25][CH:26]=1)[C:21](Cl)=[O:22].O, predict the reaction product. The product is: [Br:1][C:2]1[CH:8]=[CH:7][C:6]([Cl:9])=[CH:5][C:3]=1[NH:4][C:21](=[O:22])[C:20]1[CH:24]=[CH:25][CH:26]=[C:18]([Cl:17])[CH:19]=1. (3) Given the reactants [CH3:1][N:2]([CH2:13][CH:14]1[CH2:18][CH2:17][N:16]([CH3:19])[CH2:15]1)[C:3]1[O:4][C:5]2[CH:11]=[CH:10][C:9]([NH2:12])=[CH:8][C:6]=2[N:7]=1.[Cl:20][C:21]1[CH:26]=[C:25]([Cl:27])[CH:24]=[CH:23][C:22]=1[C:28]1[CH:33]=[CH:32][C:31]([C:34](O)=[O:35])=[CH:30][CH:29]=1.CN(C(ON1N=NC2C=CC=NC1=2)=[N+](C)C)C.F[P-](F)(F)(F)(F)F, predict the reaction product. The product is: [CH3:1][N:2]([CH2:13][CH:14]1[CH2:18][CH2:17][N:16]([CH3:19])[CH2:15]1)[C:3]1[O:4][C:5]2[CH:11]=[CH:10][C:9]([NH:12][C:34]([C:31]3[CH:32]=[CH:33][C:28]([C:22]4[CH:23]=[CH:24][C:25]([Cl:27])=[CH:26][C:21]=4[Cl:20])=[CH:29][CH:30]=3)=[O:35])=[CH:8][C:6]=2[N:7]=1. (4) The product is: [Cl:1][C:2]1[CH:26]=[CH:25][C:24]([Cl:27])=[CH:23][C:3]=1[O:4][C:5]1[C:10]([C:11]([N:13]2[C:22]3[C:17](=[CH:18][CH:19]=[CH:20][CH:21]=3)[C:16](=[O:29])[CH2:15][CH2:14]2)=[O:12])=[CH:9][CH:8]=[CH:7][N:6]=1. Given the reactants [Cl:1][C:2]1[CH:26]=[CH:25][C:24]([Cl:27])=[CH:23][C:3]=1[O:4][C:5]1[C:10]([C:11]([N:13]2[C:22]3[C:17](=[CH:18][CH:19]=[CH:20][CH:21]=3)[CH2:16][CH2:15][CH2:14]2)=[O:12])=[CH:9][CH:8]=[CH:7][N:6]=1.C(=O)([O-])[OH:29].[Na+].C(OO)(C)(C)C, predict the reaction product. (5) Given the reactants [C-:1]#[N:2].[K+].[Br:4][C:5]1[CH:10]=[CH:9][C:8]([CH2:11]Br)=[CH:7][N:6]=1, predict the reaction product. The product is: [Br:4][C:5]1[N:6]=[CH:7][C:8]([CH2:11][C:1]#[N:2])=[CH:9][CH:10]=1. (6) Given the reactants [Br:1][C:2]1[CH:6]=[C:5]([C:7]([OH:9])=O)[O:4][N:3]=1.F[P-](F)(F)(F)(F)F.[N:17]1([O:26][C:27](N(C)C)=[N+](C)C)[C:21]2N=CC=CC=2N=N1.CCN(C(C)C)C(C)C.Cl.CNOC, predict the reaction product. The product is: [CH3:27][O:26][N:17]([CH3:21])[C:7]([C:5]1[O:4][N:3]=[C:2]([Br:1])[CH:6]=1)=[O:9]. (7) Given the reactants C(OC([N:8]1[CH2:13][CH2:12][N:11]([CH:14]([C:16](=[O:28])[NH:17][CH:18]2[CH:25]3[CH2:26][CH:21]4[CH2:22][CH:23]([CH2:27][CH:19]2[CH2:20]4)[CH2:24]3)[CH3:15])[CH2:10][CH2:9]1)=O)(C)(C)C.[ClH:29], predict the reaction product. The product is: [ClH:29].[CH:19]12[CH2:27][CH:23]3[CH2:22][CH:21]([CH2:26][CH:25]([CH2:24]3)[CH:18]1[NH:17][C:16](=[O:28])[CH:14]([N:11]1[CH2:12][CH2:13][NH:8][CH2:9][CH2:10]1)[CH3:15])[CH2:20]2. (8) Given the reactants Br[C:2]1[CH:7]=[CH:6][C:5]([CH2:8][C:9]([O:11][CH3:12])=[O:10])=[CH:4][CH:3]=1.O1CCCC1.C(=O)([O-])[O-].[Na+].[Na+].[F:24][C:25]1[CH:30]=[CH:29][CH:28]=[CH:27][C:26]=1B(O)O, predict the reaction product. The product is: [F:24][C:25]1[CH:30]=[CH:29][CH:28]=[CH:27][C:26]=1[C:2]1[CH:7]=[CH:6][C:5]([CH2:8][C:9]([O:11][CH3:12])=[O:10])=[CH:4][CH:3]=1.